Dataset: Catalyst prediction with 721,799 reactions and 888 catalyst types from USPTO. Task: Predict which catalyst facilitates the given reaction. (1) Reactant: [NH2:1][C:2]1[N:7]=[CH:6][C:5]([C:8]#[CH:9])=[CH:4][N:3]=1.Br[C:11]1[S:15][C:14]([NH:16][C:17]([NH:19][CH2:20][C:21]2[O:22][C:23]([CH3:26])=[CH:24][CH:25]=2)=[O:18])=[N:13][CH:12]=1.CN(C)C(N(C)C)=N. Product: [NH2:1][C:2]1[N:7]=[CH:6][C:5]([C:8]#[C:9][C:11]2[S:15][C:14]([NH:16][C:17]([NH:19][CH2:20][C:21]3[O:22][C:23]([CH3:26])=[CH:24][CH:25]=3)=[O:18])=[N:13][CH:12]=2)=[CH:4][N:3]=1. The catalyst class is: 122. (2) Reactant: [CH3:1][C:2]1([CH3:25])[C:6]([C:7]2[CH:8]=[C:9]([CH:14]=[CH:15][C:16]=2OS(C(F)(F)F)(=O)=O)[C:10]([O:12][CH3:13])=[O:11])=[CH:5][CH2:4][CH2:3]1.C(=O)([O-])[O-].[K+].[K+].[F:32][C:33]1[C:34](B(O)O)=[CH:35][C:36]([O:39][CH3:40])=[N:37][CH:38]=1. Product: [CH3:1][C:2]1([CH3:25])[C:6]([C:7]2[CH:8]=[C:9]([CH:14]=[CH:15][C:16]=2[C:34]2[C:33]([F:32])=[CH:38][N:37]=[C:36]([O:39][CH3:40])[CH:35]=2)[C:10]([O:12][CH3:13])=[O:11])=[CH:5][CH2:4][CH2:3]1. The catalyst class is: 73.